The task is: Predict the reaction yield, written as a fraction of the theoretical maximum amount of product (1.0 means a 100% yield; for example, 0.34 means a 34% yield).. This data is from Reaction yield outcomes from USPTO patents with 853,638 reactions. The reactants are C1([Mg]Br)C=CC=CC=1.[F:9][C:10]1[CH:11]=[C:12]([CH:16]=[CH:17][CH:18]=1)[CH2:13][CH2:14][NH2:15].C[O:20][C:21](=O)[CH:22]([CH:36]([CH3:38])[CH3:37])[C:23]([NH:25][C:26](=O)[C:27]1[CH:32]=[CH:31][CH:30]=[CH:29][C:28]=1[O:33][CH3:34])=[CH2:24].Cl. The catalyst is C1(C)C=CC=CC=1.C(OCC)(=O)C. The product is [F:9][C:10]1[CH:11]=[C:12]([CH2:13][CH2:14][N:15]2[C:21](=[O:20])[C:22]([CH:36]([CH3:37])[CH3:38])=[C:23]([CH3:24])[N:25]=[C:26]2[C:27]2[CH:32]=[CH:31][CH:30]=[CH:29][C:28]=2[O:33][CH3:34])[CH:16]=[CH:17][CH:18]=1. The yield is 0.460.